Dataset: Forward reaction prediction with 1.9M reactions from USPTO patents (1976-2016). Task: Predict the product of the given reaction. (1) The product is: [C:1]([C:5]1[CH:10]=[C:9]([CH3:11])[CH:8]=[C:7]([CH:15]=[O:16])[C:6]=1[OH:12])([CH3:4])([CH3:3])[CH3:2]. Given the reactants [C:1]([C:5]1[CH:10]=[C:9]([CH3:11])[CH:8]=[CH:7][C:6]=1[OH:12])([CH3:4])([CH3:3])[CH3:2].C1C[O:16][CH2:15]C1.C(N(CC)CC)C, predict the reaction product. (2) Given the reactants [Br-].[Br:2][C:3]1[CH:4]=[N+:5]([CH2:13][C:14]([C:16]2[CH:21]=[CH:20][CH:19]=[CH:18][CH:17]=2)=[O:15])[C:6]2[C:11]([CH:12]=1)=[CH:10][CH:9]=[CH:8][CH:7]=2.BrCC(C1C=CC=CC=1)=O.CC1C=C2C([CH:37]=[CH:38][CH:39]=[N:40]2)=CC=1, predict the reaction product. The product is: [C:14]([C:13]1[N:5]2[C:6]3[C:11]([CH:12]=[C:3]([Br:2])[C:4]2=[C:38]([C:39]#[N:40])[CH:37]=1)=[CH:10][CH:9]=[CH:8][CH:7]=3)(=[O:15])[C:16]1[CH:21]=[CH:20][CH:19]=[CH:18][CH:17]=1. (3) Given the reactants Br[CH2:2][C:3]1[CH:8]=[CH:7][C:6]([O:9][CH3:10])=[C:5]([N+:11]([O-:13])=[O:12])[CH:4]=1.[P:14](OCC)([O:19][CH2:20][CH3:21])([O:16][CH2:17][CH3:18])=[O:15], predict the reaction product. The product is: [CH3:10][O:9][C:6]1[CH:7]=[CH:8][C:3]([CH2:2][P:14](=[O:15])([O:19][CH2:20][CH3:21])[O:16][CH2:17][CH3:18])=[CH:4][C:5]=1[N+:11]([O-:13])=[O:12]. (4) Given the reactants [ClH:1].[CH2:2]([N:4]([CH2:24][CH3:25])[CH:5]1[CH2:10][CH2:9][N:8]([C:11](=[O:23])[CH2:12][CH2:13][C:14]2[N:15]([CH2:19][C:20]([OH:22])=[O:21])[CH:16]=[CH:17][N:18]=2)[CH2:7][CH2:6]1)[CH3:3], predict the reaction product. The product is: [ClH:1].[CH2:24]([N:4]([CH2:2][CH3:3])[CH:5]1[CH2:6][CH2:7][N:8]([C:11](=[O:23])[CH2:12][CH2:13][C:14]2[N:15]([CH2:19][C:20]([OH:22])=[O:21])[CH:16]=[CH:17][N:18]=2)[CH2:9][CH2:10]1)[CH3:25]. (5) Given the reactants Br[C:2]1[CH:7]=[CH:6][C:5]([NH:8][C:9](=[O:18])[O:10][CH2:11][C:12]2[CH:17]=[CH:16][CH:15]=[CH:14][CH:13]=2)=[C:4]([O:19][CH3:20])[CH:3]=1.[B:21]1([B:21]2[O:25][C:24]([CH3:27])([CH3:26])[C:23]([CH3:29])([CH3:28])[O:22]2)[O:25][C:24]([CH3:27])([CH3:26])[C:23]([CH3:29])([CH3:28])[O:22]1.ClCCl.C([O-])(=O)C.[K+], predict the reaction product. The product is: [CH3:20][O:19][C:4]1[CH:3]=[C:2]([B:21]2[O:25][C:24]([CH3:27])([CH3:26])[C:23]([CH3:29])([CH3:28])[O:22]2)[CH:7]=[CH:6][C:5]=1[NH:8][C:9](=[O:18])[O:10][CH2:11][C:12]1[CH:17]=[CH:16][CH:15]=[CH:14][CH:13]=1. (6) Given the reactants [NH:1]1[C:9]2[C:4](=[CH:5][CH:6]=[CH:7][CH:8]=2)[CH:3]=[C:2]1[CH2:10][CH2:11][NH:12][C:13]1[CH:18]=[CH:17][C:16]([NH2:19])=[CH:15][C:14]=1[F:20].C[Al](C)C.[NH:25](/[C:29](/[CH3:35])=[CH:30]\[C:31](OC)=[O:32])[C:26]([CH3:28])=O, predict the reaction product. The product is: [NH:1]1[C:9]2[C:4](=[CH:5][CH:6]=[CH:7][CH:8]=2)[CH:3]=[C:2]1[CH2:10][CH2:11][NH:12][C:13]1[CH:18]=[CH:17][C:16]([N:19]2[C:31](=[O:32])[CH:30]=[C:29]([CH3:35])[N:25]=[C:26]2[CH3:28])=[CH:15][C:14]=1[F:20].